Dataset: Drug-target binding data from BindingDB using Ki measurements. Task: Regression. Given a target protein amino acid sequence and a drug SMILES string, predict the binding affinity score between them. We predict pKi (pKi = -log10(Ki in M); higher means stronger inhibition). Dataset: bindingdb_ki. The drug is Cc1cc(N2CC[C@H](N3CCC[C@H]3C)C2)ccc1N1CCC2(CCN(C(=O)c3ccc(OC(F)(F)F)cc3)CC2)C1=O. The target protein sequence is MLAFVADSSLRTQNNFFLLNLAISDFLVGAFCIPLYVPYVLTGRWTFGRGLCKLWLVVDYLLCTSSAFNIVLISYDRFLSVTRAVSYRAQQGNTRRAVRKMLLVWVLAFLLYGPAILSWEYLSGGSSIPEGHCYAEFFYNWYFLITASTLEFFTPFLSVTFFNLSIYLNIQRRTRLRLDGAREAGGPEPPPEAQPSPPPPPGCWGCWQKGHGEAMPLHRYGVGEAAAGAEAGETALGGGGGGGTAASPTSSSGSSSRGTERPRSLKRGSKPSASSASLEKRMKMVSQSFTQRFRLSRDRKVAKSLAVIVSIFGLCWAPYTLLMIIRAACHGHCVPDYWYETSFWLLWANSAVNPVLYPLCHHSFRRAFTKLLCPQKLKIQPHSSLEQCWK. The pKi is 6.9.